From a dataset of Full USPTO retrosynthesis dataset with 1.9M reactions from patents (1976-2016). Predict the reactants needed to synthesize the given product. Given the product [O:11]=[C:6]([CH2:13][C:12](=[O:14])[C:15]1[CH:16]=[N:17][CH:18]=[CH:19][CH:20]=1)[C:7]([O:9][CH3:10])=[O:8], predict the reactants needed to synthesize it. The reactants are: C[O-].[Na+].CO[C:6](=[O:11])[C:7]([O:9][CH3:10])=[O:8].[C:12]([C:15]1[CH:16]=[N:17][CH:18]=[CH:19][CH:20]=1)(=[O:14])[CH3:13].